This data is from Forward reaction prediction with 1.9M reactions from USPTO patents (1976-2016). The task is: Predict the product of the given reaction. (1) Given the reactants C[O:2][C:3]1[CH:8]=[CH:7][C:6]([CH2:9][C@H:10]([C:12]2[CH:17]=[CH:16][CH:15]=[CH:14][CH:13]=2)[CH3:11])=[CH:5][CH:4]=1.Br, predict the reaction product. The product is: [OH:2][C:3]1[CH:4]=[CH:5][C:6]([CH2:9][C@H:10]([C:12]2[CH:13]=[CH:14][CH:15]=[CH:16][CH:17]=2)[CH3:11])=[CH:7][CH:8]=1. (2) Given the reactants [CH3:1][C:2]1([C:12]([O:14][CH3:15])=[O:13])[CH2:10][C:9]2[C:4](=[CH:5][CH:6]=[CH:7][CH:8]=2)[C:3]1=O.[H][H], predict the reaction product. The product is: [CH3:1][C:2]1([C:12]([O:14][CH3:15])=[O:13])[CH2:10][C:9]2[C:4](=[CH:5][CH:6]=[CH:7][CH:8]=2)[CH2:3]1. (3) Given the reactants CCN(C(C)C)C(C)C.[CH2:10]([O:17][C:18]1[CH:23]=[CH:22][C:21]([CH2:24][C@@H:25]([NH:29][C:30]([O:32][C:33]([CH3:36])([CH3:35])[CH3:34])=[O:31])[C:26](O)=[O:27])=[CH:20][CH:19]=1)[C:11]1[CH:16]=[CH:15][CH:14]=[CH:13][CH:12]=1.F[P-](F)(F)(F)(F)F.N1(O[P+](N(C)C)(N(C)C)N(C)C)C2C=CC=CC=2N=N1.[CH3:64][O:65][NH:66][CH3:67].Cl, predict the reaction product. The product is: [C:33]([O:32][C:30](=[O:31])[NH:29][C@@H:25]([C:26](=[O:27])[N:66]([O:65][CH3:64])[CH3:67])[CH2:24][C:21]1[CH:22]=[CH:23][C:18]([O:17][CH2:10][C:11]2[CH:16]=[CH:15][CH:14]=[CH:13][CH:12]=2)=[CH:19][CH:20]=1)([CH3:35])([CH3:34])[CH3:36]. (4) Given the reactants C(N(CC)CC)C.Br[C:9]1[N:10]=[C:11]([N:20]([CH:28]2[CH2:30][CH2:29]2)[C:21](=[O:27])[O:22][C:23]([CH3:26])([CH3:25])[CH3:24])[C:12]2[N:13]([C:15]([CH:18]=[O:19])=[CH:16][N:17]=2)[CH:14]=1.[CH3:31][Si:32]([C:35]#[CH:36])([CH3:34])[CH3:33], predict the reaction product. The product is: [CH:28]1([N:20]([C:11]2[C:12]3[N:13]([C:15]([CH:18]=[O:19])=[CH:16][N:17]=3)[CH:14]=[C:9]([C:36]#[C:35][Si:32]([CH3:34])([CH3:33])[CH3:31])[N:10]=2)[C:21](=[O:27])[O:22][C:23]([CH3:26])([CH3:25])[CH3:24])[CH2:30][CH2:29]1.